The task is: Predict the product of the given reaction.. This data is from Forward reaction prediction with 1.9M reactions from USPTO patents (1976-2016). (1) Given the reactants Br[C:2]1[CH:3]=[C:4]([CH2:8][CH2:9][NH:10][C:11](=O)C(F)(F)F)[CH:5]=[CH:6][CH:7]=1.C=O.S(=O)(=O)(O)O, predict the reaction product. The product is: [CH2:11]1[C:3]2[C:4](=[CH:5][CH:6]=[CH:7][CH:2]=2)[CH2:8][CH2:9][NH:10]1. (2) Given the reactants [CH3:1][N:2]1[C@@H:19]2[CH2:20][C:7]3[CH:8]=[CH:9][C:10]([O:22][CH3:23])=[C:11]4[O:12][C@H:13]5[C:14]([CH2:16][CH2:17][C@:18]2([OH:21])[C@:5]5([C:6]=34)[CH2:4][CH2:3]1)=[O:15].C[Si]([N-][Si](C)(C)C)(C)C.[K+].[C:34](Cl)(=O)[NH2:35].[C:38](=[O:41])(O)[O-:39].[Na+].C(Cl)Cl.[F:46][C:47]([F:52])([F:51])[C:48]([OH:50])=[O:49], predict the reaction product. The product is: [F:46][C:47]([F:52])([F:51])[C:48]([OH:50])=[O:49].[CH3:1][N:2]1[C@@H:19]2[CH2:20][C:7]3[CH:8]=[CH:9][C:10]([O:22][CH3:23])=[C:11]4[O:12][C@H:13]5[C:14]([CH2:16][CH2:17][C@:18]2([OH:21])[C@:5]5([C:6]=34)[CH2:4][CH2:3]1)=[O:15].[CH3:1][N:2]([CH2:3][CH2:34][NH2:35])[C:38](=[O:41])[O-:39]. (3) The product is: [CH2:1]([O:8][C@H:9]1[C@H:14]([O:15][CH2:16][C:17]2[CH:18]=[CH:19][CH:20]=[CH:21][CH:22]=2)[C@@H:13]([O:23][CH2:24][C:25]2[CH:30]=[CH:29][CH:28]=[CH:27][CH:26]=2)[C@H:12]([C:31]2[CH:36]=[CH:35][C:34]([Cl:37])=[C:33]([CH2:38][C:39]3[S:40][C:41]([C:44]4[O:45][CH:46]=[CH:47][CH:48]=4)=[CH:42][N:43]=3)[CH:32]=2)[O:11][C@@H:10]1[C:49]([OH:56])=[O:50])[C:2]1[CH:3]=[CH:4][CH:5]=[CH:6][CH:7]=1. Given the reactants [CH2:1]([O:8][C@H:9]1[C@H:14]([O:15][CH2:16][C:17]2[CH:22]=[CH:21][CH:20]=[CH:19][CH:18]=2)[C@@H:13]([O:23][CH2:24][C:25]2[CH:30]=[CH:29][CH:28]=[CH:27][CH:26]=2)[C@H:12]([C:31]2[CH:36]=[CH:35][C:34]([Cl:37])=[C:33]([CH2:38][C:39]3[S:40][C:41]([C:44]4[O:45][CH:46]=[CH:47][CH:48]=4)=[CH:42][N:43]=3)[CH:32]=2)[O:11][C@@H:10]1[CH:49]=[O:50])[C:2]1[CH:7]=[CH:6][CH:5]=[CH:4][CH:3]=1.CC(=CC)C.[OH:56]P([O-])(O)=O.[K+].[O-]Cl=O.[Na+], predict the reaction product. (4) Given the reactants [C:1]([C:3]1[CH:4]=[C:5]2[C:9](=[CH:10][CH:11]=1)[N:8]([CH2:12][CH2:13][C:14]([NH:17][CH2:18][C@@H:19]([C:21]1[CH:22]=[C:23]([NH:27][S:28]([C:31]3[CH:36]=[CH:35][CH:34]=[CH:33][CH:32]=3)(=[O:30])=[O:29])[CH:24]=[CH:25][CH:26]=1)[OH:20])([CH3:16])[CH3:15])[CH:7]=[CH:6]2)#[N:2].C([Sn]([N:50]=[N+:51]=[N-:52])(CCCC)CCCC)CCC, predict the reaction product. The product is: [CH3:16][C:14]([NH:17][CH2:18][C@@H:19]([C:21]1[CH:22]=[C:23]([NH:27][S:28]([C:31]2[CH:36]=[CH:35][CH:34]=[CH:33][CH:32]=2)(=[O:30])=[O:29])[CH:24]=[CH:25][CH:26]=1)[OH:20])([CH3:15])[CH2:13][CH2:12][N:8]1[C:9]2[C:5](=[CH:4][C:3]([C:1]3[NH:52][N:51]=[N:50][N:2]=3)=[CH:11][CH:10]=2)[CH:6]=[CH:7]1. (5) The product is: [CH3:32][O:31][C:28]1[CH:29]=[CH:30][C:25]([C:18]([C:33]2[CH:34]=[CH:35][C:36]([O:39][CH3:40])=[CH:37][CH:38]=2)([NH:17][C:10]2[CH2:11][O:12][CH2:13][C:14]([F:16])([F:15])[C@:8]([C:6]3[CH:7]=[C:2]([NH:1][C:44]4[CH:51]=[CH:50][C:47]([C:48]#[N:49])=[CH:46][CH:45]=4)[CH:3]=[CH:4][C:5]=3[F:42])([CH3:41])[N:9]=2)[C:19]2[CH:20]=[CH:21][CH:22]=[CH:23][CH:24]=2)=[CH:26][CH:27]=1. Given the reactants [NH2:1][C:2]1[CH:3]=[CH:4][C:5]([F:42])=[C:6]([C@:8]2([CH3:41])[C:14]([F:16])([F:15])[CH2:13][O:12][CH2:11][C:10]([NH:17][C:18]([C:33]3[CH:38]=[CH:37][C:36]([O:39][CH3:40])=[CH:35][CH:34]=3)([C:25]3[CH:30]=[CH:29][C:28]([O:31][CH3:32])=[CH:27][CH:26]=3)[C:19]3[CH:24]=[CH:23][CH:22]=[CH:21][CH:20]=3)=[N:9]2)[CH:7]=1.Br[C:44]1[CH:51]=[CH:50][C:47]([C:48]#[N:49])=[CH:46][CH:45]=1.CC(C)([O-])C.[Na+].C(P(C(C)(C)C)C1C=CC=CC=1C1C(C(C)C)=CC(C(C)C)=CC=1C(C)C)(C)(C)C, predict the reaction product. (6) The product is: [F:30][C:31]1[CH:32]=[C:33]([C:37]2[N:40]=[C:27]([CH:13]3[CH2:14][CH:15]([C:17]4[CH:22]=[CH:21][CH:20]=[C:19]([C:23]([F:24])([F:25])[F:26])[CH:18]=4)[CH2:16][N:11]([C:9]([N:6]4[CH2:7][CH2:8][CH:3]([C:1]#[N:2])[CH2:4][CH2:5]4)=[O:10])[CH2:12]3)[O:29][N:38]=2)[CH:34]=[CH:35][CH:36]=1. Given the reactants [C:1]([CH:3]1[CH2:8][CH2:7][N:6]([C:9]([N:11]2[CH2:16][CH:15]([C:17]3[CH:22]=[CH:21][CH:20]=[C:19]([C:23]([F:26])([F:25])[F:24])[CH:18]=3)[CH2:14][CH:13]([C:27]([OH:29])=O)[CH2:12]2)=[O:10])[CH2:5][CH2:4]1)#[N:2].[F:30][C:31]1[CH:32]=[C:33]([C:37](=[NH:40])[NH:38]O)[CH:34]=[CH:35][CH:36]=1, predict the reaction product.